From a dataset of Reaction yield outcomes from USPTO patents with 853,638 reactions. Predict the reaction yield, written as a fraction of the theoretical maximum amount of product (1.0 means a 100% yield; for example, 0.34 means a 34% yield). (1) The reactants are [C:1]1([NH:11][C:12](=[O:20])OC2C=CC=CC=2)[C:10]2[C:5](=[CH:6][CH:7]=[CH:8][CH:9]=2)[CH:4]=[CH:3][N:2]=1.[CH3:21][CH:22]1[CH2:27][CH2:26][N:25]([C:28]2[C:33]([CH2:34][NH2:35])=[CH:32][CH:31]=[C:30]([C:36]([F:39])([F:38])[F:37])[N:29]=2)[CH2:24][CH2:23]1.C(N(CC)CC)C. The catalyst is CS(C)=O.O. The product is [C:1]1([NH:11][C:12]([NH:35][CH2:34][C:33]2[C:28]([N:25]3[CH2:26][CH2:27][CH:22]([CH3:21])[CH2:23][CH2:24]3)=[N:29][C:30]([C:36]([F:39])([F:37])[F:38])=[CH:31][CH:32]=2)=[O:20])[C:10]2[C:5](=[CH:6][CH:7]=[CH:8][CH:9]=2)[CH:4]=[CH:3][N:2]=1. The yield is 0.340. (2) The reactants are [CH3:1][N:2]1[C:6]([CH3:7])=[C:5]([OH:8])[C:4]([CH3:9])=[N:3]1.CN(C=O)C.O1CCOCC1.[H-].[Na+].[Br:23][C:24]1[CH:25]=[C:26]([N+]([O-])=O)[C:27]([C:30]#[N:31])=[N:28][CH:29]=1. The catalyst is O. The product is [Br:23][C:24]1[CH:25]=[C:26]([O:8][C:5]2[C:4]([CH3:9])=[N:3][N:2]([CH3:1])[C:6]=2[CH3:7])[C:27]([C:30]#[N:31])=[N:28][CH:29]=1. The yield is 0.977. (3) The reactants are [CH:1]1([C:4]2[CH:15]=[C:14]([F:16])[C:7]3[C:8](=[O:13])[NH:9][CH2:10][CH2:11][O:12][C:6]=3[CH:5]=2)[CH2:3][CH2:2]1.[H-].[Na+].[Br:19][C:20]1[CH:25]=[CH:24][C:23]([CH2:26]Br)=[C:22]([F:28])[CH:21]=1. The catalyst is CN(C)C=O. The product is [Br:19][C:20]1[CH:25]=[CH:24][C:23]([CH2:26][N:9]2[C:8](=[O:13])[C:7]3[C:14]([F:16])=[CH:15][C:4]([CH:1]4[CH2:3][CH2:2]4)=[CH:5][C:6]=3[O:12][CH2:11][CH2:10]2)=[C:22]([F:28])[CH:21]=1. The yield is 0.610. (4) The reactants are [C:1]([O:5][C:6](=[O:34])[NH:7][C:8]1([C:12]2[CH:17]=[CH:16][C:15]([C:18]3[C:19]([C:28]4[CH:33]=[CH:32][CH:31]=[CH:30][CH:29]=4)=[CH:20][C:21]4[NH:26][CH2:25][CH2:24][O:23][C:22]=4[N:27]=3)=[CH:14][CH:13]=2)[CH2:11][CH2:10][CH2:9]1)([CH3:4])([CH3:3])[CH3:2].[H-].[Na+].[CH3:37]I.[NH4+].[Cl-]. The catalyst is CN(C=O)C. The product is [C:1]([O:5][C:6](=[O:34])[NH:7][C:8]1([C:12]2[CH:13]=[CH:14][C:15]([C:18]3[C:19]([C:28]4[CH:29]=[CH:30][CH:31]=[CH:32][CH:33]=4)=[CH:20][C:21]4[N:26]([CH3:37])[CH2:25][CH2:24][O:23][C:22]=4[N:27]=3)=[CH:16][CH:17]=2)[CH2:11][CH2:10][CH2:9]1)([CH3:4])([CH3:2])[CH3:3]. The yield is 0.440.